The task is: Predict the reactants needed to synthesize the given product.. This data is from Full USPTO retrosynthesis dataset with 1.9M reactions from patents (1976-2016). Given the product [F:16][C:13]1[C:14]2[CH:15]=[C:7]3[C:6]4[N:17]=[C:18]([C:21]5[C:22]([N:41]([CH3:46])[S:42]([CH3:45])(=[O:44])=[O:43])=[CH:23][C:24]6[O:28][C:27]([C:29]7[CH:34]=[CH:33][C:32]([F:35])=[CH:31][CH:30]=7)=[C:26]([C:36]([NH:38][CH3:39])=[O:37])[C:25]=6[CH:40]=5)[CH:19]=[CH:20][C:5]=4[N:4]=[C:3]([CH2:2][N:51]4[CH2:52][CH:49]([F:48])[CH2:50]4)[N:8]3[C:9]=2[CH:10]=[CH:11][CH:12]=1, predict the reactants needed to synthesize it. The reactants are: Cl[CH2:2][C:3]1[N:8]2[C:9]3[CH:10]=[CH:11][CH:12]=[C:13]([F:16])[C:14]=3[CH:15]=[C:7]2[C:6]2[N:17]=[C:18]([C:21]3[C:22]([N:41]([CH3:46])[S:42]([CH3:45])(=[O:44])=[O:43])=[CH:23][C:24]4[O:28][C:27]([C:29]5[CH:34]=[CH:33][C:32]([F:35])=[CH:31][CH:30]=5)=[C:26]([C:36]([NH:38][CH3:39])=[O:37])[C:25]=4[CH:40]=3)[CH:19]=[CH:20][C:5]=2[N:4]=1.Cl.[F:48][CH:49]1[CH2:52][NH:51][CH2:50]1.C([O-])([O-])=O.[Cs+].[Cs+].O.